This data is from NCI-60 drug combinations with 297,098 pairs across 59 cell lines. The task is: Regression. Given two drug SMILES strings and cell line genomic features, predict the synergy score measuring deviation from expected non-interaction effect. (1) Drug 1: C1CN(CCN1C(=O)CCBr)C(=O)CCBr. Drug 2: C1CN(P(=O)(OC1)NCCCl)CCCl. Cell line: MDA-MB-231. Synergy scores: CSS=10.6, Synergy_ZIP=-7.33, Synergy_Bliss=-7.77, Synergy_Loewe=-9.12, Synergy_HSA=-5.49. (2) Drug 1: C1CN1P(=S)(N2CC2)N3CC3. Drug 2: CCN(CC)CCCC(C)NC1=C2C=C(C=CC2=NC3=C1C=CC(=C3)Cl)OC. Cell line: LOX IMVI. Synergy scores: CSS=16.3, Synergy_ZIP=-4.77, Synergy_Bliss=-2.25, Synergy_Loewe=-5.65, Synergy_HSA=0.250. (3) Drug 1: C1=CC(=CC=C1CCCC(=O)O)N(CCCl)CCCl. Drug 2: B(C(CC(C)C)NC(=O)C(CC1=CC=CC=C1)NC(=O)C2=NC=CN=C2)(O)O. Cell line: CAKI-1. Synergy scores: CSS=35.2, Synergy_ZIP=-1.69, Synergy_Bliss=-2.44, Synergy_Loewe=1.25, Synergy_HSA=-0.754.